From a dataset of Forward reaction prediction with 1.9M reactions from USPTO patents (1976-2016). Predict the product of the given reaction. (1) Given the reactants [OH:1][CH2:2][C@H:3]([NH:8][S:9]([C:12]1[CH:17]=[CH:16][C:15]([CH3:18])=[CH:14][CH:13]=1)(=[O:11])=[O:10])[C:4]([O:6][CH3:7])=[O:5].[C:19]([O-])([O-])=O.[K+].[K+].IC, predict the reaction product. The product is: [OH:1][CH2:2][C@H:3]([N:8]([CH3:19])[S:9]([C:12]1[CH:13]=[CH:14][C:15]([CH3:18])=[CH:16][CH:17]=1)(=[O:11])=[O:10])[C:4]([O:6][CH3:7])=[O:5]. (2) Given the reactants [N:1]1([CH2:7][CH2:8][CH2:9][CH2:10][NH:11][C:12]([CH:14]2[CH2:19][CH2:18][CH2:17][CH2:16][CH2:15]2)=[O:13])[CH2:6][CH2:5][NH:4][CH2:3][CH2:2]1.Cl[C:21]1[CH:26]=[CH:25][CH:24]=[C:23]([N+:27]([O-:29])=[O:28])[N:22]=1, predict the reaction product. The product is: [N+:27]([C:23]1[N:22]=[C:21]([N:4]2[CH2:5][CH2:6][N:1]([CH2:7][CH2:8][CH2:9][CH2:10][NH:11][C:12]([CH:14]3[CH2:19][CH2:18][CH2:17][CH2:16][CH2:15]3)=[O:13])[CH2:2][CH2:3]2)[CH:26]=[CH:25][CH:24]=1)([O-:29])=[O:28]. (3) Given the reactants [N+:1]([C:4]1[CH:9]=[CH:8][C:7]([C:10](=[O:12])[CH3:11])=[CH:6][CH:5]=1)([O-])=O.Cl[Sn]Cl.[OH-].[Na+], predict the reaction product. The product is: [NH2:1][C:4]1[CH:9]=[CH:8][C:7]([C:10](=[O:12])[CH3:11])=[CH:6][CH:5]=1. (4) Given the reactants [NH2:1][C:2]1[S:3][C:4]([CH2:18][CH:19]2[CH2:24][CH2:23][CH2:22][CH2:21][CH2:20]2)=[C:5]([C:12]2[CH:17]=[CH:16][CH:15]=[CH:14][CH:13]=2)[C:6]=1C(OCC)=O.[OH-].[K+], predict the reaction product. The product is: [CH:19]1([CH2:18][C:4]2[S:3][C:2]([NH2:1])=[CH:6][C:5]=2[C:12]2[CH:17]=[CH:16][CH:15]=[CH:14][CH:13]=2)[CH2:20][CH2:21][CH2:22][CH2:23][CH2:24]1. (5) Given the reactants [O:1]1[CH2:3][CH:2]1[CH2:4][N:5]1[C:13]2[C:8](=[C:9]([OH:14])[CH:10]=[CH:11][CH:12]=2)[CH:7]=[CH:6]1.[CH2:15](OC1C=CC=C2C=1C=CN2)[C:16]1[CH:21]=[CH:20][CH:19]=[CH:18][CH:17]=1.BrCC1CO1.[H-].[Na+].C([O-])(O)=O.[Na+], predict the reaction product. The product is: [CH2:15]([O:14][C:9]1[CH:10]=[CH:11][CH:12]=[C:13]2[C:8]=1[CH:7]=[CH:6][N:5]2[CH2:4][CH:2]1[CH2:3][O:1]1)[C:16]1[CH:21]=[CH:20][CH:19]=[CH:18][CH:17]=1. (6) Given the reactants [C:1]([C:5]1[CH:10]=[CH:9][C:8]([NH:11][C:12]([NH:14][C@@H:15]([CH3:19])[CH2:16][CH2:17][OH:18])=[O:13])=[CH:7][CH:6]=1)([CH3:4])([CH3:3])[CH3:2], predict the reaction product. The product is: [C:1]([C:5]1[CH:10]=[CH:9][C:8]([NH:11][C:12]([NH:14][C@@H:15]([CH3:19])[CH2:16][CH:17]=[O:18])=[O:13])=[CH:7][CH:6]=1)([CH3:4])([CH3:2])[CH3:3]. (7) Given the reactants [CH2:1]([N:8]1[CH2:13][CH2:12][N:11]([CH2:14][CH2:15][CH2:16][NH2:17])[CH2:10][CH2:9]1)[C:2]1[CH:7]=[CH:6][CH:5]=[CH:4][CH:3]=1.[CH:18]1([C:24](Cl)=[O:25])[CH2:23][CH2:22][CH2:21][CH2:20][CH2:19]1.C(N(CC)CC)C.C1C=C2C(C(O)(O)C(=O)C2=CC=1)=O, predict the reaction product. The product is: [CH2:1]([N:8]1[CH2:9][CH2:10][N:11]([CH2:14][CH2:15][CH2:16][NH:17][C:24]([CH:18]2[CH2:23][CH2:22][CH2:21][CH2:20][CH2:19]2)=[O:25])[CH2:12][CH2:13]1)[C:2]1[CH:3]=[CH:4][CH:5]=[CH:6][CH:7]=1. (8) Given the reactants [C:1]([C:3]1[CH:4]=[N:5][N:6]2[C:11]([C:12]([F:15])([F:14])[F:13])=[CH:10][C:9]([C:16]3[CH:21]=[CH:20][C:19]([C:22]([F:25])([F:24])[F:23])=[CH:18][CH:17]=3)=[N:8][C:7]=12)#[CH:2].Br[C:27]1[CH:28]=[C:29]([S:33]([NH:36][CH3:37])(=[O:35])=[O:34])[CH:30]=[CH:31][CH:32]=1, predict the reaction product. The product is: [CH3:37][NH:36][S:33]([C:29]1[CH:28]=[CH:27][CH:32]=[C:31]([C:2]#[C:1][C:3]2[CH:4]=[N:5][N:6]3[C:11]([C:12]([F:14])([F:13])[F:15])=[CH:10][C:9]([C:16]4[CH:21]=[CH:20][C:19]([C:22]([F:25])([F:24])[F:23])=[CH:18][CH:17]=4)=[N:8][C:7]=23)[CH:30]=1)(=[O:34])=[O:35].